This data is from Cav3 T-type calcium channel HTS with 100,875 compounds. The task is: Binary Classification. Given a drug SMILES string, predict its activity (active/inactive) in a high-throughput screening assay against a specified biological target. (1) The compound is s1c(nc(c1)c1ccccc1)Cc1n2CCCCCc2nn1. The result is 0 (inactive). (2) The molecule is S(=O)(=O)(Nc1c(ccc(c1)c1sc2ncccc2n1)C)CC. The result is 0 (inactive). (3) The compound is Clc1cc(C(=O)N2CCN(CC2)c2c([N+]([O-])=O)cc(cc2)/C=N\OC)ccc1. The result is 0 (inactive).